Dataset: Forward reaction prediction with 1.9M reactions from USPTO patents (1976-2016). Task: Predict the product of the given reaction. (1) Given the reactants C[Si](C)(C)N[Si](C)(C)C.[Li]CCCC.[C:15]([O:19][C:20]([N:22]1[CH2:27][CH2:26][CH:25]([C:28]([O:30][CH3:31])=[O:29])[CH2:24][CH2:23]1)=[O:21])([CH3:18])([CH3:17])[CH3:16].[F:32][C:33]([F:39])([F:38])S([O-])(=O)=O.[F:32][C:33]([F:39])([F:38])[S+]1C2C=CC=CC=2C2C=CC=CC1=2.C(O)(=O)CC(CC(O)=O)(C(O)=O)O, predict the reaction product. The product is: [C:15]([O:19][C:20]([N:22]1[CH2:27][CH2:26][C:25]([C:33]([F:39])([F:38])[F:32])([C:28]([O:30][CH3:31])=[O:29])[CH2:24][CH2:23]1)=[O:21])([CH3:18])([CH3:17])[CH3:16]. (2) Given the reactants Br[C:2]1[CH:3]=[C:4]([C:8]([F:11])([F:10])[F:9])[CH:5]=[CH:6][CH:7]=1.CC(N(C)C)=O.[CH2:18]([OH:21])[C:19]#[CH:20], predict the reaction product. The product is: [F:9][C:8]([F:11])([F:10])[C:4]1[CH:3]=[C:2]([CH2:20][CH2:19][CH2:18][OH:21])[CH:7]=[CH:6][CH:5]=1.